Predict the reactants needed to synthesize the given product. From a dataset of Full USPTO retrosynthesis dataset with 1.9M reactions from patents (1976-2016). (1) Given the product [Cl:1][C:2]1[C:3]([C:21]([F:24])([F:23])[F:22])=[CH:4][C:5]2[N:9]=[C:8]([CH2:10][CH3:11])[N:7]([C:12]3[N:13]=[CH:14][C:15]([CH2:18][C:25]#[N:26])=[CH:16][CH:17]=3)[C:6]=2[CH:20]=1, predict the reactants needed to synthesize it. The reactants are: [Cl:1][C:2]1[C:3]([C:21]([F:24])([F:23])[F:22])=[CH:4][C:5]2[N:9]=[C:8]([CH2:10][CH3:11])[N:7]([C:12]3[CH:17]=[CH:16][C:15]([CH2:18]Cl)=[CH:14][N:13]=3)[C:6]=2[CH:20]=1.[C-:25]#[N:26].[K+]. (2) Given the product [CH3:1][CH2:2][C@H:3]1[O:18][C:16](=[O:17])[C@H:15]([CH3:19])[C@@H:14]([O:20][C@@H:21]2[O:26][C@@H:25]([CH3:27])[C@H:24]([OH:28])[C@@:23]([O:30][CH3:31])([CH3:29])[CH2:22]2)[C@H:13]([CH3:32])[C@@H:12]([O:33][C@@H:34]2[O:39][C@H:38]([CH3:40])[CH2:37][C@H:36]([N:41]([CH3:42])[CH3:43])[C@H:35]2[OH:44])[C@:11]2([CH3:45])[O:8][C:7](=[C:9]([CH3:47])[CH2:10]2)[C@H:6]([CH3:48])[C@@H:5]([OH:49])[C@@:4]1([OH:51])[CH3:50], predict the reactants needed to synthesize it. The reactants are: [CH3:1][CH2:2][C@H:3]1[O:18][C:16](=[O:17])[C@H:15]([CH3:19])[C@@H:14]([O:20][C@@H:21]2[O:26][C@@H:25]([CH3:27])[C@H:24]([OH:28])[C@@:23]([O:30][CH3:31])([CH3:29])[CH2:22]2)[C@H:13]([CH3:32])[C@@H:12]([O:33][C@@H:34]2[O:39][C@H:38]([CH3:40])[CH2:37][C@H:36]([N:41]([CH3:43])[CH3:42])[C@H:35]2[OH:44])[C@@:11](O)([CH3:45])[CH2:10][C@@H:9]([CH3:47])[C:7](=[O:8])[C@H:6]([CH3:48])[C@@H:5]([OH:49])[C@@:4]1([OH:51])[CH3:50].C(=O)([O-])O.[Na+]. (3) Given the product [CH3:14][CH:13]([CH3:15])[C:12]([NH:9][CH2:8][C:3]1[CH:4]=[N:5][CH:6]=[CH:7][N:2]=1)=[O:16], predict the reactants needed to synthesize it. The reactants are: Cl.[N:2]1[CH:7]=[CH:6][N:5]=[CH:4][C:3]=1[CH2:8][NH2:9].[OH-].[K+].[C:12](O[C:12](=[O:16])[CH:13]([CH3:15])[CH3:14])(=[O:16])[CH:13]([CH3:15])[CH3:14]. (4) Given the product [CH3:22][N:5]([C@@H:6]([CH3:19])[CH2:7][O:8][C:9]1[CH:18]=[CH:17][C:12]([C:13]([O:15][CH3:16])=[O:14])=[CH:11][CH:10]=1)[C:3](=[O:4])[C:2]([F:20])([F:21])[F:1], predict the reactants needed to synthesize it. The reactants are: [F:1][C:2]([F:21])([F:20])[C:3]([NH:5][C@@H:6]([CH3:19])[CH2:7][O:8][C:9]1[CH:18]=[CH:17][C:12]([C:13]([O:15][CH3:16])=[O:14])=[CH:11][CH:10]=1)=[O:4].[C:22]([O-])([O-])=O.[K+].[K+].CI. (5) Given the product [NH:20]1[C:21]2[C:26](=[CH:25][CH:24]=[CH:23][CH:22]=2)[CH:27]=[C:19]1[C:9]1[C:8]([CH2:6][OH:5])=[CH:12][N:11]([CH:13]2[CH2:18][CH2:17][CH2:16][CH2:15][O:14]2)[N:10]=1, predict the reactants needed to synthesize it. The reactants are: [Li+].[BH4-].C([O:5][C:6]([C:8]1[C:9]([C:19]2[N:20](C(OC(C)(C)C)=O)[C:21]3[C:26]([CH:27]=2)=[CH:25][CH:24]=[CH:23][CH:22]=3)=[N:10][N:11]([CH:13]2[CH2:18][CH2:17][CH2:16][CH2:15][O:14]2)[CH:12]=1)=O)C.CO.